This data is from Full USPTO retrosynthesis dataset with 1.9M reactions from patents (1976-2016). The task is: Predict the reactants needed to synthesize the given product. (1) Given the product [ClH:10].[C:6]([C:5]1[CH:4]=[C:3]2[C:2](=[CH:9][CH:8]=1)[N:1]=[CH:12][CH:11]=[C:16]2[CH3:15])#[N:7], predict the reactants needed to synthesize it. The reactants are: [NH2:1][C:2]1[CH:9]=[CH:8][C:5]([C:6]#[N:7])=[CH:4][CH:3]=1.[Cl:10][C:11]1[C:12](=O)C(Cl)=C(Cl)[C:15](=O)[C:16]=1Cl.Cl.CC(C=C)=O. (2) Given the product [CH3:1][O:2][C:3]1[CH:31]=[C:30]([O:32][CH3:33])[CH:29]=[CH:28][C:4]=1[CH2:5][N:6]([C:21]1[CH:26]=[CH:25][CH:24]=[C:23]([F:27])[N:22]=1)[S:7]([C:10]1[C:19]([F:20])=[CH:18][C:13]2[N:14]([C@@H:66]([C:61]3[CH:62]=[CH:63][CH:64]=[CH:65][C:60]=3[I:59])[CH3:67])[C:15](=[O:17])[O:16][C:12]=2[CH:11]=1)(=[O:9])=[O:8], predict the reactants needed to synthesize it. The reactants are: [CH3:1][O:2][C:3]1[CH:31]=[C:30]([O:32][CH3:33])[CH:29]=[CH:28][C:4]=1[CH2:5][N:6]([C:21]1[CH:26]=[CH:25][CH:24]=[C:23]([F:27])[N:22]=1)[S:7]([C:10]1[C:19]([F:20])=[CH:18][C:13]2[NH:14][C:15](=[O:17])[O:16][C:12]=2[CH:11]=1)(=[O:9])=[O:8].CCCCP(CCCC)CCCC.CCOC(/N=N/C(OCC)=O)=O.[I:59][C:60]1[CH:65]=[CH:64][CH:63]=[CH:62][C:61]=1[C@@H:66](O)[CH3:67]. (3) Given the product [OH:20][CH:15]([CH2:16][CH2:17][CH2:18][CH3:19])[C:2]#[C:1][C:3]1[CH:8]=[CH:7][C:6]([F:9])=[C:5]([F:10])[C:4]=1[F:11], predict the reactants needed to synthesize it. The reactants are: [C:1]([C:3]1[CH:8]=[CH:7][C:6]([F:9])=[C:5]([F:10])[C:4]=1[F:11])#[CH:2].C[Mg]Br.[CH:15](=[O:20])[CH2:16][CH2:17][CH2:18][CH3:19].Cl. (4) The reactants are: [F:1][C:2]1[CH:3]=[C:4]([C@H:8]2[CH2:12][CH2:11][CH2:10][N:9]2[C:13]2[CH:18]=[CH:17][N:16]3[N:19]=[CH:20][C:21]([NH2:22])=[C:15]3[N:14]=2)[CH:5]=[CH:6][CH:7]=1.C(O)(=O)[C:24]1[CH:29]=[CH:28][CH:27]=[N:26][CH:25]=1.CN([C:35]([O:39]N1N=NC2C=CC=NC1=2)=[N+](C)C)C.F[P-](F)(F)(F)(F)F.CCN(C(C)C)C(C)C. Given the product [F:1][C:2]1[CH:3]=[C:4]([C@H:8]2[CH2:12][CH2:11][CH2:10][N:9]2[C:13]2[CH:18]=[CH:17][N:16]3[N:19]=[CH:20][C:21]([NH:22][C:35](=[O:39])[C:25]4[CH:24]=[CH:29][CH:28]=[CH:27][N:26]=4)=[C:15]3[N:14]=2)[CH:5]=[CH:6][CH:7]=1, predict the reactants needed to synthesize it. (5) Given the product [NH2:25][CH2:24][CH:23]([C:20]1[CH:19]=[CH:18][C:17]([C:4]2[C:5]3[C:6]4[CH:16]=[CH:15][S:14][C:7]=4[C:8](=[O:13])[NH:9][C:10]=3[CH:11]=[CH:12][C:3]=2[O:2][CH3:1])=[CH:22][CH:21]=1)[CH:33]([CH3:34])[CH3:35], predict the reactants needed to synthesize it. The reactants are: [CH3:1][O:2][C:3]1[CH:12]=[CH:11][C:10]2[NH:9][C:8](=[O:13])[C:7]3[S:14][CH:15]=[CH:16][C:6]=3[C:5]=2[C:4]=1[C:17]1[CH:22]=[CH:21][C:20]([CH:23]([CH:33]([CH3:35])[CH3:34])[CH2:24][NH:25]C(=O)OC(C)(C)C)=[CH:19][CH:18]=1.Cl. (6) The reactants are: [F:1][C:2]1[CH:32]=[CH:31][C:5]([CH2:6][NH:7][C:8]2[N:9]([CH2:20][C:21]3[CH:26]=[CH:25][C:24]([C:27]([F:30])([F:29])[F:28])=[CH:23][CH:22]=3)[N:10]=[C:11]3[C:16]=2[C:15](=[O:17])[N:14]([CH3:18])[C:13](=[O:19])[NH:12]3)=[CH:4][CH:3]=1.[CH2:33](I)[CH:34]([CH3:36])[CH3:35].IC1CCCC1. Given the product [F:1][C:2]1[CH:3]=[CH:4][C:5]([CH2:6][NH:7][C:8]2[N:9]([CH2:20][C:21]3[CH:26]=[CH:25][C:24]([C:27]([F:28])([F:30])[F:29])=[CH:23][CH:22]=3)[N:10]=[C:11]3[C:16]=2[C:15](=[O:17])[N:14]([CH3:18])[C:13](=[O:19])[N:12]3[CH2:33][CH:34]([CH3:36])[CH3:35])=[CH:31][CH:32]=1, predict the reactants needed to synthesize it.